This data is from Full USPTO retrosynthesis dataset with 1.9M reactions from patents (1976-2016). The task is: Predict the reactants needed to synthesize the given product. Given the product [C:17]([C:21]1[CH:22]=[C:23]([CH3:31])[C:24]([S:28]([N:5]2[CH2:6][C@@H:7]([F:9])[CH2:8][C@H:4]2[C:2]#[N:3])=[O:29])=[C:25]([CH3:27])[CH:26]=1)([CH3:20])([CH3:19])[CH3:18], predict the reactants needed to synthesize it. The reactants are: Cl.[C:2]([C@@H:4]1[CH2:8][C@H:7]([F:9])[CH2:6][NH:5]1)#[N:3].C(N(CC)CC)C.[C:17]([C:21]1[CH:26]=[C:25]([CH3:27])[C:24]([S:28](F)=[O:29])=[C:23]([CH3:31])[CH:22]=1)([CH3:20])([CH3:19])[CH3:18].CCCCC.